From a dataset of Full USPTO retrosynthesis dataset with 1.9M reactions from patents (1976-2016). Predict the reactants needed to synthesize the given product. (1) Given the product [CH2:1]([O:3][C:4](=[O:24])[CH2:5][CH:6]([C:13]1[CH:14]=[C:15]2[C:19](=[CH:20][CH:21]=1)[NH:18][CH:17]=[C:16]2[C:22]#[N:23])[C:7]1[CH:8]=[CH:9][CH:10]=[CH:11][CH:12]=1)[CH3:2], predict the reactants needed to synthesize it. The reactants are: [CH2:1]([O:3][C:4](=[O:24])[CH:5]=[C:6]([C:13]1[CH:14]=[C:15]2[C:19](=[CH:20][CH:21]=1)[NH:18][CH:17]=[C:16]2[C:22]#[N:23])[C:7]1[CH:12]=[CH:11][CH:10]=[CH:9][CH:8]=1)[CH3:2]. (2) The reactants are: [Cl:1][C:2]1[N:3]=[CH:4][C:5]([C:8]([NH2:10])=O)=[N:6][CH:7]=1. Given the product [Cl:1][C:2]1[N:3]=[CH:4][C:5]([C:8]#[N:10])=[N:6][CH:7]=1, predict the reactants needed to synthesize it. (3) Given the product [OH:9][CH2:8][CH:5]([N:4]([C@@H:3]([C:17]1[C:21]2[N:22]=[CH:23][NH:24][C:25](=[O:26])[C:20]=2[NH:19][CH:18]=1)[CH2:2][OH:1])[C:10](=[O:11])[O:12][C:13]([CH3:15])([CH3:16])[CH3:14])[CH2:6][OH:7], predict the reactants needed to synthesize it. The reactants are: [OH:1][C@@H:2]1[C@H:6]([OH:7])[C@@H:5]([CH2:8][OH:9])[N:4]([C:10]([O:12][C:13]([CH3:16])([CH3:15])[CH3:14])=[O:11])[C@H:3]1[C:17]1[C:21]2[N:22]=[CH:23][N:24]=[C:25]([OH:26])[C:20]=2[NH:19][CH:18]=1.Cl.C(N(CC)CC)C.I([O-])(=O)(=O)=O.[Na+].[BH4-].[Na+].